This data is from Forward reaction prediction with 1.9M reactions from USPTO patents (1976-2016). The task is: Predict the product of the given reaction. Given the reactants [CH3:1][C:2]1[CH:3]=[N:4][N:5]([C:7]2[CH:8]=[C:9]([CH:11]=[C:12]([C:14]([F:17])([F:16])[F:15])[CH:13]=2)[NH2:10])[CH:6]=1.[CH2:18]([O:20][C:21]1[CH:22]=[C:23]([C:37]2[CH:42]=[CH:41][C:40]([CH2:43][C:44](O)=[O:45])=[C:39]([F:47])[CH:38]=2)[CH:24]=[N:25][C:26]=1[O:27][CH2:28][C:29]1[CH:34]=[CH:33][C:32]([O:35][CH3:36])=[CH:31][CH:30]=1)[CH3:19].C(P1(=O)OP(CCC)(=O)OP(CCC)(=O)O1)CC.O, predict the reaction product. The product is: [CH2:18]([O:20][C:21]1[CH:22]=[C:23]([C:37]2[CH:42]=[CH:41][C:40]([CH2:43][C:44]([NH:10][C:9]3[CH:11]=[C:12]([C:14]([F:17])([F:15])[F:16])[CH:13]=[C:7]([N:5]4[CH:6]=[C:2]([CH3:1])[CH:3]=[N:4]4)[CH:8]=3)=[O:45])=[C:39]([F:47])[CH:38]=2)[CH:24]=[N:25][C:26]=1[O:27][CH2:28][C:29]1[CH:30]=[CH:31][C:32]([O:35][CH3:36])=[CH:33][CH:34]=1)[CH3:19].